From a dataset of Catalyst prediction with 721,799 reactions and 888 catalyst types from USPTO. Predict which catalyst facilitates the given reaction. (1) Reactant: [I:1][C:2]1[C:6]([C:7]2[CH:12]=[CH:11][N:10]=[C:9](SC)[N:8]=2)=[CH:5][N:4]([CH:15]([CH3:17])[CH3:16])[N:3]=1.O[O:19][S:20]([O-:22])=O.[K+].[CH3:24]CCCCC.CCOC(C)=O. Product: [I:1][C:2]1[C:6]([C:7]2[CH:12]=[CH:11][N:10]=[C:9]([S:20]([CH3:24])(=[O:22])=[O:19])[N:8]=2)=[CH:5][N:4]([CH:15]([CH3:16])[CH3:17])[N:3]=1. The catalyst class is: 20. (2) Reactant: [H-].[Na+].[F:3][C:4]1[CH:5]=[C:6]([CH:9]=[CH:10][C:11]=1[NH:12][C:13]1[CH:22]=[CH:21][C:16]2[N:17]=[CH:18][N:19]([CH3:20])[C:15]=2[CH:14]=1)[C:7]#[N:8].CI.[CH2:25](Cl)Cl. Product: [F:3][C:4]1[CH:5]=[C:6]([CH:9]=[CH:10][C:11]=1[N:12]([CH3:25])[C:13]1[CH:22]=[CH:21][C:16]2[N:17]=[CH:18][N:19]([CH3:20])[C:15]=2[CH:14]=1)[C:7]#[N:8]. The catalyst class is: 1. (3) Reactant: [N:1]1[CH:6]=[CH:5][CH:4]=[C:3]([CH:7]=[CH:8][C:9]([OH:11])=O)[CH:2]=1.C(OC(Cl)=O)C.[CH2:18]([N:25]1[CH2:30][CH2:29][CH:28]([O:31][CH2:32][CH2:33][CH2:34][NH2:35])[CH2:27][CH2:26]1)[C:19]1[CH:24]=[CH:23][CH:22]=[CH:21][CH:20]=1. Product: [CH2:18]([N:25]1[CH2:26][CH2:27][CH:28]([O:31][CH2:32][CH2:33][CH2:34][NH:35][C:9](=[O:11])[CH:8]=[CH:7][C:3]2[CH:2]=[N:1][CH:6]=[CH:5][CH:4]=2)[CH2:29][CH2:30]1)[C:19]1[CH:20]=[CH:21][CH:22]=[CH:23][CH:24]=1. The catalyst class is: 11. (4) Reactant: C(N(CC)CC)C.[OH:8][CH2:9][C@H:10]1[O:15][CH2:14][CH2:13][N:12]([C:16]([O:18][C:19]([CH3:22])([CH3:21])[CH3:20])=[O:17])[CH2:11]1.[C:23]1([CH3:33])[CH:28]=[CH:27][C:26]([S:29](Cl)(=[O:31])=[O:30])=[CH:25][CH:24]=1. Product: [S:29]([O:8][CH2:9][C@H:10]1[O:15][CH2:14][CH2:13][N:12]([C:16]([O:18][C:19]([CH3:22])([CH3:21])[CH3:20])=[O:17])[CH2:11]1)([C:26]1[CH:27]=[CH:28][C:23]([CH3:33])=[CH:24][CH:25]=1)(=[O:31])=[O:30]. The catalyst class is: 4. (5) Reactant: [CH2:1]([N:3]1[C:7]2=[N:8][C:9]([CH2:48][CH3:49])=[C:10]([CH2:19][NH:20][C:21]([C:23]3[CH:28]=[C:27]([CH3:29])[CH:26]=[C:25]([C:30]([NH:32][CH2:33][C:34]4[CH:35]=[C:36]([C:40]5[CH:45]=[CH:44][CH:43]=[C:42](C=O)[CH:41]=5)[CH:37]=[CH:38][CH:39]=4)=[O:31])[CH:24]=3)=[O:22])[C:11]([NH:12][CH:13]3[CH2:18][CH2:17][O:16][CH2:15][CH2:14]3)=[C:6]2[CH:5]=[N:4]1)[CH3:2].[CH3:50][N:51]1[CH2:57][CH2:56][CH2:55][NH:54][CH2:53][CH2:52]1.[C:58](O)(=O)C.C(O[BH-](OC(=O)C)OC(=O)C)(=O)C. Product: [CH2:1]([N:3]1[C:7]2=[N:8][C:9]([CH2:48][CH3:49])=[C:10]([CH2:19][NH:20][C:21]([C:23]3[CH:28]=[C:27]([CH3:29])[CH:26]=[C:25]([C:30]([NH:32][CH2:33][C:34]4[CH:35]=[C:36]([C:40]5[CH:45]=[CH:44][CH:43]=[C:42]([CH2:50][N:51]6[CH2:57][CH2:56][CH2:55][N:54]([CH3:58])[CH2:53][CH2:52]6)[CH:41]=5)[CH:37]=[CH:38][CH:39]=4)=[O:31])[CH:24]=3)=[O:22])[C:11]([NH:12][CH:13]3[CH2:18][CH2:17][O:16][CH2:15][CH2:14]3)=[C:6]2[CH:5]=[N:4]1)[CH3:2]. The catalyst class is: 16.